Dataset: NCI-60 drug combinations with 297,098 pairs across 59 cell lines. Task: Regression. Given two drug SMILES strings and cell line genomic features, predict the synergy score measuring deviation from expected non-interaction effect. (1) Drug 1: COC1=C(C=C2C(=C1)N=CN=C2NC3=CC(=C(C=C3)F)Cl)OCCCN4CCOCC4. Drug 2: CS(=O)(=O)CCNCC1=CC=C(O1)C2=CC3=C(C=C2)N=CN=C3NC4=CC(=C(C=C4)OCC5=CC(=CC=C5)F)Cl. Cell line: MCF7. Synergy scores: CSS=15.4, Synergy_ZIP=-3.77, Synergy_Bliss=3.06, Synergy_Loewe=1.70, Synergy_HSA=2.07. (2) Drug 1: C1CCN(CC1)CCOC2=CC=C(C=C2)C(=O)C3=C(SC4=C3C=CC(=C4)O)C5=CC=C(C=C5)O. Drug 2: CC1=C(N=C(N=C1N)C(CC(=O)N)NCC(C(=O)N)N)C(=O)NC(C(C2=CN=CN2)OC3C(C(C(C(O3)CO)O)O)OC4C(C(C(C(O4)CO)O)OC(=O)N)O)C(=O)NC(C)C(C(C)C(=O)NC(C(C)O)C(=O)NCCC5=NC(=CS5)C6=NC(=CS6)C(=O)NCCC[S+](C)C)O. Cell line: NCI-H226. Synergy scores: CSS=1.80, Synergy_ZIP=1.49, Synergy_Bliss=1.83, Synergy_Loewe=-7.02, Synergy_HSA=-3.95. (3) Drug 1: CCC1(CC2CC(C3=C(CCN(C2)C1)C4=CC=CC=C4N3)(C5=C(C=C6C(=C5)C78CCN9C7C(C=CC9)(C(C(C8N6C=O)(C(=O)OC)O)OC(=O)C)CC)OC)C(=O)OC)O.OS(=O)(=O)O. Drug 2: C1C(C(OC1N2C=NC3=C2NC=NCC3O)CO)O. Cell line: DU-145. Synergy scores: CSS=5.73, Synergy_ZIP=-3.23, Synergy_Bliss=-3.08, Synergy_Loewe=-2.31, Synergy_HSA=-2.00.